From a dataset of B-cell epitopes from IEDB database with 3,159 antigens for binding position prediction. Token-level Classification. Given an antigen amino acid sequence, predict which amino acid positions are active epitope sites capable of antibody binding. Output is a list of indices for active positions. Given the antigen sequence: MERGSRDHHRDHRDHREHRETREPPTLAFHMKSWKTINKSLKAFAKLLKENATVTFTPQPSIIIQSAKNHLVQKLTIQAECLFLSDTDRFLTKTINNHIPLFESFMNIISNPEVTKMYIQHDSDLYTRVLVTASDTCTQASVPCVHGQEVVRDTGRSPLRIDLDHSTVSDVLKWLSPVTKTKRSGKSDALMAHIIVQVNPPTIKFVTEMNELEFSNSNKVIFYDVKNMRFNLSAKNLQQALSMCAVIKTSCSLRTVAAKDCKLILTSKSTLLTVEAFLTQEQLKEESRFERMGKQDDGKGDRSHKNEDESALASKQEMQYKITNYMVPAKNGTAGSSLFNEKEDSESDDSMHFDYSSNPNPKRQRCVV, which amino acid positions are active epitope sites? The epitope positions are: [295, 296, 297, 298, 299, 300, 301, 302, 303, 304, 305, 306, 307, 308, 309, 310, 311, 312, 313, 314]. The amino acids at these positions are: DDGKGDRSHKNEDESALASK.